Dataset: Full USPTO retrosynthesis dataset with 1.9M reactions from patents (1976-2016). Task: Predict the reactants needed to synthesize the given product. (1) Given the product [C:1]1([C:7]2[C:8](=[O:9])[NH:15][NH:16][C:10](=[O:12])[CH:11]=2)[CH:6]=[CH:5][CH:4]=[CH:3][CH:2]=1, predict the reactants needed to synthesize it. The reactants are: [C:1]1([C:7]2[C:8](=O)[O:9][C:10](=[O:12])[CH:11]=2)[CH:6]=[CH:5][CH:4]=[CH:3][CH:2]=1.O.[NH2:15][NH2:16]. (2) Given the product [Br:8][CH2:9][C:10]1[CH:11]=[C:12]([S:16]([N:5]2[CH2:6][CH2:7][N:2]([CH3:1])[CH2:3][CH2:4]2)(=[O:18])=[O:17])[CH:13]=[CH:14][CH:15]=1, predict the reactants needed to synthesize it. The reactants are: [CH3:1][N:2]1[CH2:7][CH2:6][NH:5][CH2:4][CH2:3]1.[Br:8][CH2:9][C:10]1[CH:11]=[C:12]([S:16](Cl)(=[O:18])=[O:17])[CH:13]=[CH:14][CH:15]=1.C(N(CC)CC)C. (3) Given the product [Si:3]([O:10][CH2:11][C@@H:12]([O:14][CH2:15][C@H:16]([O:21][C:23]1[N:28]=[CH:27][N:26]=[C:25]2[N:29]([C:32]3[C:37]([Cl:38])=[CH:36][CH:35]=[CH:34][N:33]=3)[N:30]=[CH:31][C:24]=12)[C:17]([O:19][CH3:20])=[O:18])[CH3:13])([C:6]([CH3:9])([CH3:8])[CH3:7])([CH3:5])[CH3:4], predict the reactants needed to synthesize it. The reactants are: [H-].[Na+].[Si:3]([O:10][CH2:11][C@@H:12]([O:14][CH2:15][C@H:16]([OH:21])[C:17]([O:19][CH3:20])=[O:18])[CH3:13])([C:6]([CH3:9])([CH3:8])[CH3:7])([CH3:5])[CH3:4].Cl[C:23]1[N:28]=[CH:27][N:26]=[C:25]2[N:29]([C:32]3[C:37]([Cl:38])=[CH:36][CH:35]=[CH:34][N:33]=3)[N:30]=[CH:31][C:24]=12.C(O)(=O)CC(CC(O)=O)(C(O)=O)O. (4) Given the product [Cl:1][C:2]1[CH:11]=[C:10]([C:12]([NH2:22])=[O:14])[C:9]2[C:4](=[CH:5][CH:6]=[CH:7][CH:8]=2)[N:3]=1, predict the reactants needed to synthesize it. The reactants are: [Cl:1][C:2]1[CH:11]=[C:10]([C:12]([OH:14])=O)[C:9]2[C:4](=[CH:5][CH:6]=[CH:7][CH:8]=2)[N:3]=1.N.C1C=CC2N(O)N=[N:22]C=2C=1.O.CCN=C=NCCCN(C)C.Cl. (5) Given the product [F:23][C:24]1[CH:29]=[CH:28][CH:27]=[CH:26][C:25]=1[NH:30][C:31]([NH:22][C:18]1[CH:17]=[CH:16][CH:15]=[C:14]2[C:19]=1[CH2:20][CH2:21][N:12]([CH2:11][C:4]1[C:5]3[C:10](=[CH:9][CH:8]=[CH:7][CH:6]=3)[N:1]=[CH:2][CH:3]=1)[CH2:13]2)=[O:32], predict the reactants needed to synthesize it. The reactants are: [N:1]1[C:10]2[C:5](=[CH:6][CH:7]=[CH:8][CH:9]=2)[C:4]([CH2:11][N:12]2[CH2:21][CH2:20][C:19]3[C:18]([NH2:22])=[CH:17][CH:16]=[CH:15][C:14]=3[CH2:13]2)=[CH:3][CH:2]=1.[F:23][C:24]1[CH:29]=[CH:28][CH:27]=[CH:26][C:25]=1[N:30]=[C:31]=[O:32]. (6) Given the product [CH3:21][C:16]1[CH:17]=[C:18]([F:20])[CH:19]=[C:2]([CH3:1])[C:3]=1[CH2:4][O:5][C:6]1[C:7]2[N:8]([C:12]([Cl:22])=[C:13]([CH3:15])[N:14]=2)[CH:9]=[CH:10][CH:11]=1, predict the reactants needed to synthesize it. The reactants are: [CH3:1][C:2]1[CH:19]=[C:18]([F:20])[CH:17]=[C:16]([CH3:21])[C:3]=1[CH2:4][O:5][C:6]1[C:7]2[N:8]([CH:12]=[C:13]([CH3:15])[N:14]=2)[CH:9]=[CH:10][CH:11]=1.[Cl:22]Cl.